Dataset: Full USPTO retrosynthesis dataset with 1.9M reactions from patents (1976-2016). Task: Predict the reactants needed to synthesize the given product. (1) Given the product [C:5]12([CH2:2][CH2:1]1)[C:7]1[C:8](=[CH:9][CH:10]=[CH:11][CH:12]=1)[CH2:13][C:14](=[O:16])[NH:6]2, predict the reactants needed to synthesize it. The reactants are: [CH2:1]([Mg]Br)[CH3:2].[C:5]([C:7]1[CH:12]=[CH:11][CH:10]=[CH:9][C:8]=1[CH2:13][C:14]([O:16]C)=O)#[N:6].Cl. (2) Given the product [Cl:1][C:2]1[CH:17]=[CH:16][C:15]([Cl:18])=[CH:14][C:3]=1[O:4][C:5]1[N:9]([CH3:10])[N:8]=[C:7]([CH3:11])[C:6]=1[C:12]([OH:19])=[O:13], predict the reactants needed to synthesize it. The reactants are: [Cl:1][C:2]1[CH:17]=[CH:16][C:15]([Cl:18])=[CH:14][C:3]=1[O:4][C:5]1[N:9]([CH3:10])[N:8]=[C:7]([CH3:11])[C:6]=1[CH:12]=[O:13].[O-:19]Cl=O.[Na+].